This data is from NCI-60 drug combinations with 297,098 pairs across 59 cell lines. The task is: Regression. Given two drug SMILES strings and cell line genomic features, predict the synergy score measuring deviation from expected non-interaction effect. (1) Drug 1: C1CCC(CC1)NC(=O)N(CCCl)N=O. Drug 2: CCCCCOC(=O)NC1=NC(=O)N(C=C1F)C2C(C(C(O2)C)O)O. Cell line: CCRF-CEM. Synergy scores: CSS=53.1, Synergy_ZIP=1.27, Synergy_Bliss=3.43, Synergy_Loewe=-20.4, Synergy_HSA=4.39. (2) Drug 1: CC(C)NC(=O)C1=CC=C(C=C1)CNNC.Cl. Drug 2: CCC1(C2=C(COC1=O)C(=O)N3CC4=CC5=C(C=CC(=C5CN(C)C)O)N=C4C3=C2)O.Cl. Cell line: K-562. Synergy scores: CSS=-38.7, Synergy_ZIP=18.1, Synergy_Bliss=-13.0, Synergy_Loewe=-94.4, Synergy_HSA=-62.7. (3) Drug 1: CC1=C2C(C(=O)C3(C(CC4C(C3C(C(C2(C)C)(CC1OC(=O)C(C(C5=CC=CC=C5)NC(=O)OC(C)(C)C)O)O)OC(=O)C6=CC=CC=C6)(CO4)OC(=O)C)O)C)O. Drug 2: N.N.Cl[Pt+2]Cl. Cell line: SNB-19. Synergy scores: CSS=31.6, Synergy_ZIP=-4.34, Synergy_Bliss=1.77, Synergy_Loewe=-11.1, Synergy_HSA=-0.0457. (4) Drug 1: C(CC(=O)O)C(=O)CN.Cl. Drug 2: CS(=O)(=O)OCCCCOS(=O)(=O)C. Cell line: OVCAR-4. Synergy scores: CSS=11.7, Synergy_ZIP=-4.06, Synergy_Bliss=-2.43, Synergy_Loewe=-0.716, Synergy_HSA=-0.196. (5) Drug 1: CC1=C2C(C(=O)C3(C(CC4C(C3C(C(C2(C)C)(CC1OC(=O)C(C(C5=CC=CC=C5)NC(=O)OC(C)(C)C)O)O)OC(=O)C6=CC=CC=C6)(CO4)OC(=O)C)OC)C)OC. Drug 2: COCCOC1=C(C=C2C(=C1)C(=NC=N2)NC3=CC=CC(=C3)C#C)OCCOC.Cl. Cell line: COLO 205. Synergy scores: CSS=76.6, Synergy_ZIP=15.4, Synergy_Bliss=16.5, Synergy_Loewe=8.08, Synergy_HSA=16.3. (6) Drug 1: C1=CC(=CC=C1CCC2=CNC3=C2C(=O)NC(=N3)N)C(=O)NC(CCC(=O)O)C(=O)O. Drug 2: C1=CN(C=N1)CC(O)(P(=O)(O)O)P(=O)(O)O. Cell line: SK-MEL-28. Synergy scores: CSS=9.08, Synergy_ZIP=0.912, Synergy_Bliss=-2.67, Synergy_Loewe=-3.35, Synergy_HSA=-1.59. (7) Drug 1: C1=CN(C(=O)N=C1N)C2C(C(C(O2)CO)O)O.Cl. Drug 2: CC(C)NC(=O)C1=CC=C(C=C1)CNNC.Cl. Cell line: MALME-3M. Synergy scores: CSS=35.2, Synergy_ZIP=-7.29, Synergy_Bliss=-1.27, Synergy_Loewe=-33.4, Synergy_HSA=-2.24. (8) Drug 1: C1=NC2=C(N=C(N=C2N1C3C(C(C(O3)CO)O)O)F)N. Drug 2: CC1CCC2CC(C(=CC=CC=CC(CC(C(=O)C(C(C(=CC(C(=O)CC(OC(=O)C3CCCCN3C(=O)C(=O)C1(O2)O)C(C)CC4CCC(C(C4)OC)OCCO)C)C)O)OC)C)C)C)OC. Cell line: NCI-H322M. Synergy scores: CSS=-1.70, Synergy_ZIP=5.43, Synergy_Bliss=1.93, Synergy_Loewe=-5.69, Synergy_HSA=-6.47. (9) Drug 1: CC1=C2C(C(=O)C3(C(CC4C(C3C(C(C2(C)C)(CC1OC(=O)C(C(C5=CC=CC=C5)NC(=O)OC(C)(C)C)O)O)OC(=O)C6=CC=CC=C6)(CO4)OC(=O)C)OC)C)OC. Drug 2: C1=C(C(=O)NC(=O)N1)N(CCCl)CCCl. Cell line: SF-295. Synergy scores: CSS=44.2, Synergy_ZIP=-1.07, Synergy_Bliss=-1.78, Synergy_Loewe=-0.384, Synergy_HSA=3.32. (10) Drug 1: CCCCCOC(=O)NC1=NC(=O)N(C=C1F)C2C(C(C(O2)C)O)O. Drug 2: C(CCl)NC(=O)N(CCCl)N=O. Cell line: M14. Synergy scores: CSS=4.10, Synergy_ZIP=4.47, Synergy_Bliss=7.08, Synergy_Loewe=-2.43, Synergy_HSA=-0.193.